Task: Regression. Given a peptide amino acid sequence and an MHC pseudo amino acid sequence, predict their binding affinity value. This is MHC class I binding data.. Dataset: Peptide-MHC class I binding affinity with 185,985 pairs from IEDB/IMGT (1) The peptide sequence is GSDDIRRLV. The MHC is HLA-A01:01 with pseudo-sequence HLA-A01:01. The binding affinity (normalized) is 0.0107. (2) The peptide sequence is FPQPQLPY. The MHC is HLA-B51:01 with pseudo-sequence HLA-B51:01. The binding affinity (normalized) is 0.721. (3) The peptide sequence is FPPHRWCIPW. The MHC is Mamu-B17 with pseudo-sequence Mamu-B17. The binding affinity (normalized) is 0.273. (4) The peptide sequence is NIYRLFTRCA. The MHC is HLA-A02:02 with pseudo-sequence HLA-A02:02. The binding affinity (normalized) is 0.150.